This data is from Full USPTO retrosynthesis dataset with 1.9M reactions from patents (1976-2016). The task is: Predict the reactants needed to synthesize the given product. (1) Given the product [CH3:25][O:26][C:27](=[O:41])/[CH:28]=[CH:29]/[C:30]1[CH:35]=[CH:34][C:33]([C@@H:36]2[CH2:40][CH2:39][CH2:38][N:37]2[CH2:8][CH2:7][C:6]2[C:2]([CH3:1])=[N:3][N:4]([S:15]([C:18]3[CH:19]=[CH:20][C:21]([CH3:24])=[CH:22][CH:23]=3)(=[O:17])=[O:16])[C:5]=2[CH3:14])=[CH:32][CH:31]=1, predict the reactants needed to synthesize it. The reactants are: [CH3:1][C:2]1[C:6]([CH2:7][CH2:8]OS(C)(=O)=O)=[C:5]([CH3:14])[N:4]([S:15]([C:18]2[CH:23]=[CH:22][C:21]([CH3:24])=[CH:20][CH:19]=2)(=[O:17])=[O:16])[N:3]=1.[CH3:25][O:26][C:27](=[O:41])/[CH:28]=[CH:29]/[C:30]1[CH:35]=[CH:34][C:33]([C@@H:36]2[CH2:40][CH2:39][CH2:38][NH:37]2)=[CH:32][CH:31]=1.C(=O)([O-])[O-].[K+].[K+]. (2) Given the product [Cl:23][C:22]1[C:17]2[CH2:16][N:15]([C@H:10]([C:11]([CH3:14])([CH3:13])[CH3:12])[C:9]([O:8][CH2:1][C:2]3[CH:3]=[CH:4][CH:5]=[CH:6][CH:7]=3)=[O:40])[C:27](=[O:28])[C:26]3=[CH:25][N:24]([S:30]([C:33]4[CH:34]=[CH:35][C:36]([CH3:37])=[CH:38][CH:39]=4)(=[O:32])=[O:31])[C:19]([C:18]=23)=[N:20][CH:21]=1, predict the reactants needed to synthesize it. The reactants are: [CH2:1]([O:8][C:9](=[O:40])[C@H:10]([NH:15][CH2:16][C:17]1[C:22]([Cl:23])=[CH:21][N:20]=[C:19]2[N:24]([S:30]([C:33]3[CH:39]=[CH:38][C:36]([CH3:37])=[CH:35][CH:34]=3)(=[O:32])=[O:31])[CH:25]=[C:26]([C:27](O)=[O:28])[C:18]=12)[C:11]([CH3:14])([CH3:13])[CH3:12])[C:2]1[CH:7]=[CH:6][CH:5]=[CH:4][CH:3]=1.CN(C(ON1N=NC2C=CC=NC1=2)=[N+](C)C)C.F[P-](F)(F)(F)(F)F.CN1CCOCC1. (3) Given the product [Cl:49][C:50]1[CH:64]=[CH:63][C:53]2[NH:54][C:55]([C@@H:57]([NH:62][C:5](=[O:7])[C:4]3[CH:8]=[CH:9][C:10]([C:11]([N:13]4[CH2:17][CH2:16][CH2:15][CH2:14]4)=[O:12])=[C:2]([CH3:1])[CH:3]=3)[C:58]([CH3:60])([CH3:61])[CH3:59])=[N:56][C:52]=2[CH:51]=1, predict the reactants needed to synthesize it. The reactants are: [CH3:1][C:2]1[CH:3]=[C:4]([CH:8]=[CH:9][C:10]=1[C:11]([N:13]1[CH2:17][CH2:16][CH2:15][CH2:14]1)=[O:12])[C:5]([OH:7])=O.CN(C(ON1N=NC2C=CC=CC1=2)=[N+](C)C)C.[B-](F)(F)(F)F.C(N(C(C)C)CC)(C)C.[Cl:49][C:50]1[CH:64]=[CH:63][C:53]2[NH:54][C:55]([C@@H:57]([NH2:62])[C:58]([CH3:61])([CH3:60])[CH3:59])=[N:56][C:52]=2[CH:51]=1.ClCl. (4) Given the product [C:21]([O:20][C:18](=[O:19])[NH:17][C@@H:14]1[CH2:15][CH2:16][N:12]([CH2:11][C:9]2[CH:10]=[C:2]([NH2:1])[C:3]([C:4](=[O:5])[NH:35][CH2:36][C:37]3[CH:42]=[C:41]([Cl:43])[CH:40]=[CH:39][C:38]=3[S:44]([CH2:47][CH3:48])(=[O:46])=[O:45])=[CH:7][C:8]=2[O:25][C:26]([F:28])([F:29])[F:27])[CH2:13]1)([CH3:23])([CH3:24])[CH3:22], predict the reactants needed to synthesize it. The reactants are: [NH2:1][C:2]1[CH:10]=[C:9]([CH2:11][N:12]2[CH2:16][CH2:15][C@@H:14]([NH:17][C:18]([O:20][C:21]([CH3:24])([CH3:23])[CH3:22])=[O:19])[CH2:13]2)[C:8]([O:25][C:26]([F:29])([F:28])[F:27])=[CH:7][C:3]=1[C:4](O)=[O:5].NC1C(Cl)=C(C=O)C(C(F)(F)F)=CC=1C([NH:35][CH2:36][C:37]1[CH:42]=[C:41]([Cl:43])[CH:40]=[CH:39][C:38]=1[S:44]([CH2:47][CH3:48])(=[O:46])=[O:45])=O.C1C=CC2N(O)N=NC=2C=1.